Dataset: Forward reaction prediction with 1.9M reactions from USPTO patents (1976-2016). Task: Predict the product of the given reaction. (1) Given the reactants C1COCC1.C1(C)C=CC=CC=1.[C:13]1([P:19]([C:26]2[CH:31]=[CH:30][CH:29]=[CH:28][CH:27]=2)[C:20]2[CH:25]=[CH:24][CH:23]=[CH:22][CH:21]=2)[CH:18]=[CH:17][CH:16]=[CH:15][CH:14]=1.[CH3:32][CH:33]([O:35][C:36](/[N:38]=[N:39]/[C:40]([O:42][CH:43]([CH3:45])[CH3:44])=[O:41])=[O:37])[CH3:34], predict the reaction product. The product is: [CH:29]1[CH:28]=[CH:27][C:26]([P:19]([C:20]2[CH:25]=[CH:24][CH:23]=[CH:22][CH:21]=2)[C:13]2[CH:18]=[CH:17][CH:16]=[CH:15][CH:14]=2)=[CH:31][CH:30]=1.[CH3:45][CH:43]([O:42][C:40](/[N:39]=[N:38]/[C:36]([O:35][CH:33]([CH3:34])[CH3:32])=[O:37])=[O:41])[CH3:44]. (2) Given the reactants [C:1]([C:3]1[CH:4]=[C:5]([CH:10]=[CH:11][C:12]=1[O:13][CH3:14])[C:6]([O:8][CH3:9])=[O:7])#[N:2].[NH2:15][OH:16], predict the reaction product. The product is: [NH2:2][C:1](=[N:15][OH:16])[C:3]1[CH:4]=[C:5]([CH:10]=[CH:11][C:12]=1[O:13][CH3:14])[C:6]([O:8][CH3:9])=[O:7]. (3) Given the reactants [C:1]1(=[O:11])[NH:5][C:4](=[O:6])[C:3]2=[CH:7][CH:8]=[CH:9][CH:10]=[C:2]12.[K].[F:13][C:14]1[CH:19]=[C:18]([N+:20]([O-:22])=[O:21])[CH:17]=[CH:16][C:15]=1[N:23]1[CH2:28][CH2:27][CH:26]([CH2:29][CH2:30]OS(C2C=CC(C)=CC=2)(=O)=O)[CH2:25][CH2:24]1.O, predict the reaction product. The product is: [F:13][C:14]1[CH:19]=[C:18]([N+:20]([O-:22])=[O:21])[CH:17]=[CH:16][C:15]=1[N:23]1[CH2:28][CH2:27][CH:26]([CH2:29][CH2:30][N:5]2[C:1](=[O:11])[C:2]3[C:3](=[CH:7][CH:8]=[CH:9][CH:10]=3)[C:4]2=[O:6])[CH2:25][CH2:24]1. (4) Given the reactants [CH3:1][O:2][C:3]1[CH:8]=[CH:7][C:6]([C:9]2[CH:14]=[CH:13][C:12]([C:15]([F:18])([F:17])[F:16])=[CH:11][CH:10]=2)=[CH:5][C:4]=1[C:19](O)=[O:20].[CH3:22][O:23][C:24](=[O:42])[C@H:25]([NH2:41])[CH2:26][C:27]1[CH:32]=[CH:31][C:30]([C:33]2[CH:38]=[CH:37][C:36]([F:39])=[C:35]([Cl:40])[CH:34]=2)=[CH:29][CH:28]=1, predict the reaction product. The product is: [CH3:22][O:23][C:24](=[O:42])[C@H:25]([NH:41][C:19]([C:4]1[CH:5]=[C:6]([C:9]2[CH:14]=[CH:13][C:12]([C:15]([F:16])([F:18])[F:17])=[CH:11][CH:10]=2)[CH:7]=[CH:8][C:3]=1[O:2][CH3:1])=[O:20])[CH2:26][C:27]1[CH:32]=[CH:31][C:30]([C:33]2[CH:38]=[CH:37][C:36]([F:39])=[C:35]([Cl:40])[CH:34]=2)=[CH:29][CH:28]=1. (5) Given the reactants [CH3:1][O:2][C:3]1[CH:4]=[C:5]([CH2:11][C:12]([OH:14])=[O:13])[CH:6]=[C:7]([O:9][CH3:10])[CH:8]=1.S(=O)(=O)(O)O.[CH3:20]O, predict the reaction product. The product is: [CH3:20][O:13][C:12](=[O:14])[CH2:11][C:5]1[CH:6]=[C:7]([O:9][CH3:10])[CH:8]=[C:3]([O:2][CH3:1])[CH:4]=1. (6) Given the reactants [Br:1]/[C:2](/[CH:27]=C/C1C(C)(C)C2C(N=1)=[N+](CCCS([O-])(=O)=O)C=C(Cl)C=2)=[CH:3]\[CH:4]=[C:5]1\[N:6]([CH2:20][CH2:21]CS([O-])(=O)=O)[C:7]2[C:12]([C:13]\1([CH3:15])[CH3:14])=[CH:11][C:10](S([O-])(=O)=O)=[CH:9][CH:8]=2.[Na+:48].[Na+].[CH3:50][C:51]1([CH3:81])[C:59]2[C:58]3[CH:60]=[C:61]([S:68]([O-:71])(=[O:70])=[O:69])[CH:62]=[C:63]([S:64]([O-:67])(=[O:66])=[O:65])[C:57]=3[CH:56]=[CH:55][C:54]=2[N+:53]([CH2:72][CH2:73][CH:74]([S:76]([O-:79])(=[O:78])=[O:77])[CH3:75])=[C:52]1[CH3:80].[Na+].[Na+], predict the reaction product. The product is: [Br:1]/[C:2](=[CH:3]\[CH:4]=[C:5]1\[N:6]([CH2:20][CH2:21][CH:74]([S:76]([O-:79])(=[O:77])=[O:78])[CH3:73])[C:7]2[CH:8]=[CH:9][C:10]3[C:61]([S:68]([O-:71])(=[O:70])=[O:69])=[CH:62][C:63]([S:64]([O-:67])(=[O:65])=[O:66])=[CH:57][C:11]=3[C:12]=2[C:13]\1([CH3:14])[CH3:15])/[CH:27]=[CH:80]/[C:52]1[C:51]([CH3:50])([CH3:81])[C:59]2[C:58]3[CH:60]=[C:61]([S:68]([O-:71])(=[O:69])=[O:70])[CH:62]=[C:63]([S:64]([O-:67])(=[O:65])=[O:66])[C:57]=3[CH:56]=[CH:55][C:54]=2[N+:53]=1[CH2:72][CH2:73][CH:74]([S:76]([O-:79])(=[O:77])=[O:78])[CH3:75].[Na+:48].[Na+:48].[Na+:48].[Na+:48].[Na+:48]. (7) The product is: [CH3:14][O:13][C:5]1[CH:6]=[C:7]([CH:8]=[CH:9][C:4]=1[CH3:3])[NH2:10]. Given the reactants CO.[CH3:3][C:4]1[CH:9]=[CH:8][C:7]([N+:10]([O-])=O)=[CH:6][C:5]=1[O:13][CH3:14], predict the reaction product. (8) Given the reactants [C:1]([C@@H:5]1[CH2:10][CH2:9][C@H:8]([OH:11])[CH2:7][CH2:6]1)([CH3:4])([CH3:3])[CH3:2].[C:12]([O:16][C:17](=[O:38])[NH:18][C:19]1([C:27]2[CH:36]=[CH:35][C:34]3[C:29](=[CH:30][CH:31]=[C:32](O)[CH:33]=3)[CH:28]=2)[CH2:24][O:23][C:22]([CH3:26])([CH3:25])[O:21][CH2:20]1)([CH3:15])([CH3:14])[CH3:13], predict the reaction product. The product is: [C:12]([O:16][C:17](=[O:38])[NH:18][C:19]1([C:27]2[CH:36]=[CH:35][C:34]3[C:29](=[CH:30][CH:31]=[C:32]([O:11][C@H:8]4[CH2:7][CH2:6][C@H:5]([C:1]([CH3:4])([CH3:2])[CH3:3])[CH2:10][CH2:9]4)[CH:33]=3)[CH:28]=2)[CH2:20][O:21][C:22]([CH3:26])([CH3:25])[O:23][CH2:24]1)([CH3:13])([CH3:14])[CH3:15].